This data is from Full USPTO retrosynthesis dataset with 1.9M reactions from patents (1976-2016). The task is: Predict the reactants needed to synthesize the given product. (1) Given the product [N:15]1[C:16]2[C:11](=[CH:10][CH:9]=[C:18]3[CH:19]=[CH:20][CH:21]=[CH:22][C:17]3=2)[C:12](=[O:37])[NH:13][CH:14]=1, predict the reactants needed to synthesize it. The reactants are: ClC1N=CC(C[C:9]2[CH:10]=[C:11]3[C:16](=[C:17]4[CH:22]=[CH:21][CH:20]=[CH:19][C:18]=24)[N:15]=[CH:14][N:13]([C@H]2CCCC[C@@H]2NC(=O)OC(C)(C)C)[C:12]3=[O:37])=CC=1.Cl. (2) Given the product [F:21][C:16]1[CH:17]=[CH:18][CH:19]=[CH:20][C:15]=1[N:8]1[C:9]2[CH:14]=[CH:13][CH:12]=[CH:11][C:10]=2[N:6]([CH:4]([CH3:5])[CH2:3][CH2:2][NH:25][CH3:24])[S:7]1(=[O:22])=[O:23], predict the reactants needed to synthesize it. The reactants are: Br[CH2:2][CH2:3][CH:4]([N:6]1[C:10]2[CH:11]=[CH:12][CH:13]=[CH:14][C:9]=2[N:8]([C:15]2[CH:20]=[CH:19][CH:18]=[CH:17][C:16]=2[F:21])[S:7]1(=[O:23])=[O:22])[CH3:5].[CH3:24][NH2:25].